Dataset: Forward reaction prediction with 1.9M reactions from USPTO patents (1976-2016). Task: Predict the product of the given reaction. (1) Given the reactants F[C:2]1[C:11]([N+:12]([O-:14])=[O:13])=[CH:10][CH:9]=[CH:8][C:3]=1[C:4]([O:6][CH3:7])=[O:5].C(=O)([O-])[O-].[K+].[K+].[CH3:21][NH2:22], predict the reaction product. The product is: [CH3:21][NH:22][C:2]1[C:11]([N+:12]([O-:14])=[O:13])=[CH:10][CH:9]=[CH:8][C:3]=1[C:4]([O:6][CH3:7])=[O:5]. (2) Given the reactants [C:1]([CH:3]1[CH2:8][CH2:7][N:6]([C:9]([N:11]2[CH2:16][CH:15]([C:17]3[CH:22]=[CH:21][C:20]([C:23]([F:26])([F:25])[F:24])=[CH:19][CH:18]=3)[CH2:14][CH:13]([C:27](O)=[O:28])[CH2:12]2)=[O:10])[CH2:5][CH2:4]1)#[N:2].[F:30][C:31]1[CH:32]=[C:33]([C:37](=[NH:40])[NH:38]O)[CH:34]=[CH:35][CH:36]=1, predict the reaction product. The product is: [F:30][C:31]1[CH:32]=[C:33]([C:37]2[N:40]=[C:27]([CH:13]3[CH2:14][CH:15]([C:17]4[CH:18]=[CH:19][C:20]([C:23]([F:25])([F:26])[F:24])=[CH:21][CH:22]=4)[CH2:16][N:11]([C:9]([N:6]4[CH2:5][CH2:4][CH:3]([C:1]#[N:2])[CH2:8][CH2:7]4)=[O:10])[CH2:12]3)[O:28][N:38]=2)[CH:34]=[CH:35][CH:36]=1. (3) Given the reactants [OH:1][CH2:2][C@H:3]1[NH:7][C:6](=[O:8])[CH2:5][CH2:4]1.N1C=CN=C1.[Si:14](Cl)([C:27]([CH3:30])([CH3:29])[CH3:28])([C:21]1[CH:26]=[CH:25][CH:24]=[CH:23][CH:22]=1)[C:15]1[CH:20]=[CH:19][CH:18]=[CH:17][CH:16]=1, predict the reaction product. The product is: [Si:14]([O:1][CH2:2][C@H:3]1[NH:7][C:6](=[O:8])[CH2:5][CH2:4]1)([C:27]([CH3:30])([CH3:29])[CH3:28])([C:21]1[CH:22]=[CH:23][CH:24]=[CH:25][CH:26]=1)[C:15]1[CH:20]=[CH:19][CH:18]=[CH:17][CH:16]=1. (4) Given the reactants Cl[C:2]1[N:7]=[C:6]2[S:8][C:9]([C:11]([NH:13][C:14]3[CH:19]=[C:18]([NH:20][C:21](=[O:33])[C:22]4[CH:27]=[CH:26][CH:25]=[C:24]([C:28]([C:31]#[N:32])([CH3:30])[CH3:29])[CH:23]=4)[CH:17]=[CH:16][C:15]=3[CH3:34])=[O:12])=[CH:10][C:5]2=[N:4][CH:3]=1.[C:35](=O)([O-])[O-].[K+].[K+].[Cl-].C[Zn+], predict the reaction product. The product is: [C:31]([C:28]([C:24]1[CH:23]=[C:22]([CH:27]=[CH:26][CH:25]=1)[C:21]([NH:20][C:18]1[CH:17]=[CH:16][C:15]([CH3:34])=[C:14]([NH:13][C:11]([C:9]2[S:8][C:6]3=[N:7][C:2]([CH3:35])=[CH:3][N:4]=[C:5]3[CH:10]=2)=[O:12])[CH:19]=1)=[O:33])([CH3:30])[CH3:29])#[N:32]. (5) Given the reactants [NH2-:1].[Li+].Cl[SiH:4]1[N:8]([C:9]([CH3:16])([CH3:15])[CH2:10][C:11]([CH3:14])([CH3:13])[CH3:12])[CH:7]=[CH:6][N:5]1[C:17]([CH3:24])([CH3:23])[CH2:18][C:19]([CH3:22])([CH3:21])[CH3:20].CCCCCC, predict the reaction product. The product is: [NH2:1][SiH:4]1[N:8]([C:9]([CH3:16])([CH3:15])[CH2:10][C:11]([CH3:14])([CH3:13])[CH3:12])[CH:7]=[CH:6][N:5]1[C:17]([CH3:24])([CH3:23])[CH2:18][C:19]([CH3:22])([CH3:21])[CH3:20]. (6) Given the reactants Cl[CH2:2][C:3]1[C:4]([S:9][CH:10]2[CH2:14][CH2:13][CH2:12][CH2:11]2)=[N:5][CH:6]=[CH:7][CH:8]=1.C[O:16][C:17](=[O:31])[CH2:18][C:19]1[C:23]2[CH:24]=[C:25]([F:30])[C:26]([OH:29])=[C:27]([F:28])[C:22]=2[O:21][CH:20]=1, predict the reaction product. The product is: [CH:10]1([S:9][C:4]2[C:3]([CH2:2][O:29][C:26]3[C:25]([F:30])=[CH:24][C:23]4[C:19]([CH2:18][C:17]([OH:31])=[O:16])=[CH:20][O:21][C:22]=4[C:27]=3[F:28])=[CH:8][CH:7]=[CH:6][N:5]=2)[CH2:14][CH2:13][CH2:12][CH2:11]1. (7) Given the reactants CS(O[CH2:6][C@@H:7]1[O:11][C:10](=[O:12])[N:9]([C:13]2[CH:18]=[CH:17][C:16]([Cl:19])=[CH:15][CH:14]=2)[C@H:8]1[C:20]1[CH:25]=[C:24]([F:26])[CH:23]=[C:22]([F:27])[CH:21]=1)(=O)=O.[CH3:28][C:29]1[CH:34]=[CH:33][C:32]([C:35]2[N:36]=[N:37][NH:38][N:39]=2)=[CH:31][N:30]=1.C(=O)([O-])[O-].[K+].[K+], predict the reaction product. The product is: [Cl:19][C:16]1[CH:15]=[CH:14][C:13]([N:9]2[C@@H:8]([C:20]3[CH:21]=[C:22]([F:27])[CH:23]=[C:24]([F:26])[CH:25]=3)[C@H:7]([CH2:6][N:37]3[N:38]=[N:39][C:35]([C:32]4[CH:31]=[N:30][C:29]([CH3:28])=[CH:34][CH:33]=4)=[N:36]3)[O:11][C:10]2=[O:12])=[CH:18][CH:17]=1. (8) Given the reactants [CH:1]1([S:4]([NH:7][C@@H:8]2[CH2:12][N:11](C(OC(C)(C)C)=O)[C@H:10]([CH2:20][CH3:21])[CH2:9]2)(=[O:6])=[O:5])[CH2:3][CH2:2]1.[ClH:22], predict the reaction product. The product is: [ClH:22].[CH2:20]([C@H:10]1[NH:11][CH2:12][C@@H:8]([NH:7][S:4]([CH:1]2[CH2:3][CH2:2]2)(=[O:5])=[O:6])[CH2:9]1)[CH3:21]. (9) Given the reactants [CH:1]([CH:4]1[CH:9]2[C:10]3[C:15]([C:16](=[O:17])[N:8]2[CH2:7][CH2:6][NH:5]1)=[C:14]([C:18]([F:21])([F:20])[F:19])[CH:13]=[CH:12][CH:11]=3)([CH3:3])[CH3:2].[C:22](O[C:22]([O:24][C:25]([CH3:28])([CH3:27])[CH3:26])=[O:23])([O:24][C:25]([CH3:28])([CH3:27])[CH3:26])=[O:23], predict the reaction product. The product is: [C:25]([O:24][C:22]([N:5]1[CH2:6][CH2:7][N:8]2[C:16](=[O:17])[C:15]3[C:10]([CH:9]2[CH:4]1[CH:1]([CH3:3])[CH3:2])=[CH:11][CH:12]=[CH:13][C:14]=3[C:18]([F:20])([F:21])[F:19])=[O:23])([CH3:28])([CH3:27])[CH3:26].